This data is from Full USPTO retrosynthesis dataset with 1.9M reactions from patents (1976-2016). The task is: Predict the reactants needed to synthesize the given product. (1) Given the product [Br:1][C:2]1[CH:3]=[C:4]2[C:9](=[CH:10][CH:11]=1)[C:8](=[O:12])[N:7]([CH2:13][C:14]1[CH:15]=[CH:16][C:17]([S:20]([CH3:23])(=[O:21])=[O:22])=[CH:18][CH:19]=1)[C:6]([CH:24]([OH:25])[C:33]([F:35])([F:34])[F:32])=[C:5]2[C:26]1[CH:27]=[CH:28][CH:29]=[CH:30][CH:31]=1, predict the reactants needed to synthesize it. The reactants are: [Br:1][C:2]1[CH:3]=[C:4]2[C:9](=[CH:10][CH:11]=1)[C:8](=[O:12])[N:7]([CH2:13][C:14]1[CH:19]=[CH:18][C:17]([S:20]([CH3:23])(=[O:22])=[O:21])=[CH:16][CH:15]=1)[C:6]([CH:24]=[O:25])=[C:5]2[C:26]1[CH:31]=[CH:30][CH:29]=[CH:28][CH:27]=1.[F:32][C:33]([Si](C)(C)C)([F:35])[F:34].CCCC[N+](CCCC)(CCCC)CCCC.[F-]. (2) The reactants are: [NH2:1][CH:2]1[C:9](=[O:10])[N:8]2[CH:3]1[S:4][CH2:5][C:6]([CH3:14])=[C:7]2[C:11]([OH:13])=[O:12].S(=O)(=O)(O)O.[CH3:20]O. Given the product [NH2:1][CH:2]1[C:9](=[O:10])[N:8]2[CH:3]1[S:4][CH2:5][C:6]([CH3:14])=[C:7]2[C:11]([O:13][CH3:20])=[O:12], predict the reactants needed to synthesize it. (3) Given the product [F:1][C:2]1[CH:7]=[CH:6][C:5]([C:8]2[CH:9]=[C:10]3[C:15](=[CH:16][CH:17]=2)[CH:14]=[C:13]([S:18]([C:21]2[C:22](/[CH:23]=[N:35]/[S:33]([C:30]([CH3:32])([CH3:31])[CH3:29])=[O:34])=[CH:25][CH:26]=[CH:27][N:28]=2)(=[O:20])=[O:19])[CH:12]=[CH:11]3)=[CH:4][CH:3]=1, predict the reactants needed to synthesize it. The reactants are: [F:1][C:2]1[CH:7]=[CH:6][C:5]([C:8]2[CH:9]=[C:10]3[C:15](=[CH:16][CH:17]=2)[CH:14]=[C:13]([S:18]([C:21]2[N:28]=[CH:27][CH:26]=[CH:25][C:22]=2[CH:23]=O)(=[O:20])=[O:19])[CH:12]=[CH:11]3)=[CH:4][CH:3]=1.[CH3:29][C:30]([S:33]([NH2:35])=[O:34])([CH3:32])[CH3:31].C(OCC)(=O)C. (4) The reactants are: [CH2:1]([C:3]1[CH:18]=[CH:17][C:6]([O:7][C:8]2[CH:13]=[CH:12][C:11]([N+:14]([O-:16])=[O:15])=[CH:10][N:9]=2)=[CH:5][CH:4]=1)[CH3:2].C1C(=O)N([Br:26])C(=O)C1.C(OOC(=O)C1C=CC=CC=1)(=O)C1C=CC=CC=1. Given the product [Br:26][CH:1]([C:3]1[CH:18]=[CH:17][C:6]([O:7][C:8]2[CH:13]=[CH:12][C:11]([N+:14]([O-:16])=[O:15])=[CH:10][N:9]=2)=[CH:5][CH:4]=1)[CH3:2], predict the reactants needed to synthesize it.